Dataset: Catalyst prediction with 721,799 reactions and 888 catalyst types from USPTO. Task: Predict which catalyst facilitates the given reaction. Reactant: [F:1][CH:2]([F:24])[O:3][C:4]1[CH:9]=[CH:8][CH:7]=[CH:6][C:5]=1[N:10]1[CH:15]=[CH:14][C:13](=[O:16])[C:12]([C:17](=O)[CH:18]=[CH:19][N:20](C)C)=[N:11]1.[C:25]1([NH:31]N)[CH:30]=[CH:29][CH:28]=[CH:27][CH:26]=1. Product: [F:1][CH:2]([F:24])[O:3][C:4]1[CH:9]=[CH:8][CH:7]=[CH:6][C:5]=1[N:10]1[CH:15]=[CH:14][C:13](=[O:16])[C:12]([C:17]2[N:31]([C:25]3[CH:30]=[CH:29][CH:28]=[CH:27][CH:26]=3)[N:20]=[CH:19][CH:18]=2)=[N:11]1. The catalyst class is: 5.